From a dataset of Peptide-MHC class I binding affinity with 185,985 pairs from IEDB/IMGT. Regression. Given a peptide amino acid sequence and an MHC pseudo amino acid sequence, predict their binding affinity value. This is MHC class I binding data. (1) The peptide sequence is KTGMLEMWK. The MHC is HLA-A33:01 with pseudo-sequence HLA-A33:01. The binding affinity (normalized) is 0.127. (2) The peptide sequence is CTGLEQEQM. The MHC is Mamu-A02 with pseudo-sequence Mamu-A02. The binding affinity (normalized) is 0.359. (3) The MHC is HLA-A01:01 with pseudo-sequence HLA-A01:01. The peptide sequence is RGRGVAIHR. The binding affinity (normalized) is 0.0847. (4) The peptide sequence is FTQQALSSF. The MHC is HLA-B15:03 with pseudo-sequence HLA-B15:03. The binding affinity (normalized) is 0.828. (5) The peptide sequence is LLPPSLLF. The MHC is Mamu-A01 with pseudo-sequence Mamu-A01. The binding affinity (normalized) is 0.738.